Dataset: Full USPTO retrosynthesis dataset with 1.9M reactions from patents (1976-2016). Task: Predict the reactants needed to synthesize the given product. (1) Given the product [CH:2]([C:5]1[CH:6]=[CH:7][C:8]2[N:12]=[CH:11][N:10]([C:13]3[S:17][C:16]([C:18]([O:20][CH3:21])=[O:19])=[C:15]([O:22][C@@H:23]([C:25]4[CH:30]=[CH:29][CH:28]=[CH:27][C:26]=4[C:31]([F:32])([F:33])[F:34])[CH3:24])[CH:14]=3)[C:9]=2[CH:35]=1)=[O:1], predict the reactants needed to synthesize it. The reactants are: [OH:1][CH:2]([C:5]1[CH:6]=[CH:7][C:8]2[N:12]=[CH:11][N:10]([C:13]3[S:17][C:16]([C:18]([O:20][CH3:21])=[O:19])=[C:15]([O:22][C@@H:23]([C:25]4[CH:30]=[CH:29][CH:28]=[CH:27][C:26]=4[C:31]([F:34])([F:33])[F:32])[CH3:24])[CH:14]=3)[C:9]=2[CH:35]=1)CO.C1(C)C=CC(S([O-])(=O)=O)=CC=1.[NH+]1C=CC=CC=1.C([O-])(O)=O.[Na+]. (2) Given the product [C:11]([O:15][C:16]([N:18]1[CH2:23][CH2:22][CH2:21][C:20](=[O:24])[CH2:19]1)=[O:17])([CH3:14])([CH3:12])[CH3:13], predict the reactants needed to synthesize it. The reactants are: CS(C)=O.C(Cl)(=O)C(Cl)=O.[C:11]([O:15][C:16]([N:18]1[CH2:23][CH2:22][CH2:21][CH:20]([OH:24])[CH2:19]1)=[O:17])([CH3:14])([CH3:13])[CH3:12].C(N(CC)CC)C. (3) Given the product [ClH:25].[NH2:7][CH2:8][CH2:9][CH2:10][CH2:11][NH:12][C:13]([NH:15][C:16]1[NH:17][C:18]([CH3:23])=[CH:19][C:20](=[O:22])[N:21]=1)=[O:14], predict the reactants needed to synthesize it. The reactants are: C(OC(=O)[NH:7][CH2:8][CH2:9][CH2:10][CH2:11][NH:12][C:13]([NH:15][C:16]1[NH:17][C:18]([CH3:23])=[CH:19][C:20](=[O:22])[N:21]=1)=[O:14])(C)(C)C.[ClH:25]. (4) Given the product [CH2:5]([O:4][C:2](=[O:3])[NH:1][C:22]([CH:11]1[C:10]2[CH:9]=[C:8]([Br:7])[CH:21]=[CH:20][C:19]=2[O:18][C:17]2[C:12]1=[CH:13][CH:14]=[CH:15][CH:16]=2)=[O:23])[CH3:6], predict the reactants needed to synthesize it. The reactants are: [NH2:1][C:2]([O:4][CH2:5][CH3:6])=[O:3].[Br:7][C:8]1[CH:21]=[CH:20][C:19]2[O:18][C:17]3[C:12](=[CH:13][CH:14]=[CH:15][CH:16]=3)[CH:11]([C:22](Cl)=[O:23])[C:10]=2[CH:9]=1. (5) Given the product [F:17][C:18]1[C:23]([C:24]([F:26])([F:25])[F:27])=[CH:22][CH:21]=[CH:20][C:19]=1[C:28]1[CH:33]=[N:32][C:31]([C@@H:34]([NH:36][C:12]2[N:11]=[C:10]([N:5]3[C@@H:4]([C@@H:2]([F:1])[CH3:3])[CH2:8][O:7][C:6]3=[O:9])[CH:15]=[CH:14][N:13]=2)[CH3:35])=[N:30][CH:29]=1, predict the reactants needed to synthesize it. The reactants are: [F:1][C@H:2]([C@H:4]1[CH2:8][O:7][C:6](=[O:9])[N:5]1[C:10]1[CH:15]=[CH:14][N:13]=[C:12](F)[N:11]=1)[CH3:3].[F:17][C:18]1[C:23]([C:24]([F:27])([F:26])[F:25])=[CH:22][CH:21]=[CH:20][C:19]=1[C:28]1[CH:29]=[N:30][C:31]([C@@H:34]([NH2:36])[CH3:35])=[N:32][CH:33]=1.CCN(C(C)C)C(C)C.O. (6) Given the product [CH3:1][C:2]1[O:6][N:5]=[C:4]([C:7]2[CH:8]=[CH:9][CH:10]=[CH:11][CH:12]=2)[C:3]=1[C:13]1[N:14]=[C:15]2[CH:20]=[C:19]([NH:21][C:26]([CH:23]3[CH2:25][CH2:24]3)=[O:27])[CH:18]=[CH:17][N:16]2[CH:22]=1, predict the reactants needed to synthesize it. The reactants are: [CH3:1][C:2]1[O:6][N:5]=[C:4]([C:7]2[CH:12]=[CH:11][CH:10]=[CH:9][CH:8]=2)[C:3]=1[C:13]1[N:14]=[C:15]2[CH:20]=[C:19]([NH2:21])[CH:18]=[CH:17][N:16]2[CH:22]=1.[CH:23]1([C:26](O)=[O:27])[CH2:25][CH2:24]1.C(N(CC)C(C)C)(C)C.[Cl-].[Na+].O.O. (7) Given the product [C:7]12([SiH3:17])[CH2:14][CH:13]3[CH2:12][CH:11]([CH2:10][CH:9]([CH2:15]3)[CH2:8]1)[CH2:16]2, predict the reactants needed to synthesize it. The reactants are: [H-].[Al+3].[Li+].[H-].[H-].[H-].[C:7]12([Si:17](Cl)(Cl)Cl)[CH2:16][CH:11]3[CH2:12][CH:13]([CH2:15][CH:9]([CH2:10]3)[CH2:8]1)[CH2:14]2. (8) Given the product [F:64][C:63]1[CH:62]=[CH:61][CH:60]=[C:59]([OH:65])[C:58]=1[NH:57][C:33]([C@@H:29]1[CH2:28][CH:27]([C:18]2[C:19]([N:21]([CH3:26])[S:22]([CH3:25])(=[O:24])=[O:23])=[CH:20][C:10]3[O:9][C:8]([C:5]4[CH:4]=[CH:3][C:2]([F:1])=[CH:7][CH:6]=4)=[C:12]([C:13](=[O:16])[NH:14][CH3:15])[C:11]=3[CH:17]=2)[CH2:31][N:30]1[CH3:32])=[O:35], predict the reactants needed to synthesize it. The reactants are: [F:1][C:2]1[CH:7]=[CH:6][C:5]([C:8]2[O:9][C:10]3[CH:20]=[C:19]([N:21]([CH3:26])[S:22]([CH3:25])(=[O:24])=[O:23])[C:18]([CH:27]4[CH2:31][N:30]([CH3:32])[C@H:29]([C:33]([OH:35])=O)[CH2:28]4)=[CH:17][C:11]=3[C:12]=2[C:13](=[O:16])[NH:14][CH3:15])=[CH:4][CH:3]=1.C1C=CC2N(O)N=NC=2C=1.CCN=C=NCCCN(C)C.[NH2:57][C:58]1[C:63]([F:64])=[CH:62][CH:61]=[CH:60][C:59]=1[OH:65].